Dataset: Full USPTO retrosynthesis dataset with 1.9M reactions from patents (1976-2016). Task: Predict the reactants needed to synthesize the given product. (1) Given the product [CH2:1]([O:3][C:4](=[O:25])[C:5]1[CH:10]=[CH:9][CH:8]=[C:7]([S:11][C:12]2[C:20]3[C:15](=[CH:16][C:17]([Cl:21])=[CH:18][CH:19]=3)[N:14]([C:27]3[CH:28]=[N:29][N:30]([CH2:32][CH3:33])[CH:31]=3)[C:13]=2[CH3:23])[C:6]=1[F:24])[CH3:2], predict the reactants needed to synthesize it. The reactants are: [CH2:1]([O:3][C:4](=[O:25])[C:5]1[CH:10]=[CH:9][CH:8]=[C:7]([S:11][C:12]2[C:20]3[C:15](=[C:16](F)[C:17]([Cl:21])=[CH:18][CH:19]=3)[NH:14][C:13]=2[CH3:23])[C:6]=1[F:24])[CH3:2].Br[C:27]1[CH:28]=[N:29][N:30]([CH2:32][CH3:33])[CH:31]=1. (2) Given the product [CH2:1]([O:3][C:4](=[O:33])[CH2:5][CH2:6][CH2:7][CH2:8][CH3:9])[CH3:2], predict the reactants needed to synthesize it. The reactants are: [CH2:1]([O:3][C:4](=[O:33])[CH2:5][CH:6](N1C2C=CC(Br)=CC=2N(CC2C3C(=CC=CC=3C)N(C)C=2)C1=O)[CH2:7][CH2:8][CH3:9])[CH3:2].NC1SC=CN=1.C(=O)([O-])[O-].[Cs+].[Cs+].C1(P(C2CCCCC2)C2C=CC=CC=2C2C=CC=CC=2)CCCCC1. (3) Given the product [C:19]([O:18][C:16]([N:13]1[CH2:14][CH2:15][CH:10]([N:9]([C:6]2[CH:5]=[CH:4][C:3]([O:2][CH3:1])=[CH:8][CH:7]=2)[CH2:38][C:37]2[CH:40]=[CH:41][CH:42]=[C:35]([C:27]3[CH:28]=[C:29]([O:33][CH3:34])[C:30]([O:31][CH3:32])=[C:25]([O:24][CH3:23])[CH:26]=3)[CH:36]=2)[CH2:11][CH2:12]1)=[O:17])([CH3:22])([CH3:21])[CH3:20], predict the reactants needed to synthesize it. The reactants are: [CH3:1][O:2][C:3]1[CH:8]=[CH:7][C:6]([NH:9][CH:10]2[CH2:15][CH2:14][N:13]([C:16]([O:18][C:19]([CH3:22])([CH3:21])[CH3:20])=[O:17])[CH2:12][CH2:11]2)=[CH:5][CH:4]=1.[CH3:23][O:24][C:25]1[CH:26]=[C:27]([C:35]2[CH:36]=[C:37]([CH:40]=[CH:41][CH:42]=2)[CH2:38]Cl)[CH:28]=[C:29]([O:33][CH3:34])[C:30]=1[O:31][CH3:32]. (4) Given the product [CH3:29][P:30]([CH2:32][N:1]([CH2:2][C:3]1[CH:4]=[CH:5][C:6]([C:9]2[CH:10]=[C:11]([O:16][CH:17]([C:19]3[C:24]([Cl:25])=[CH:23][CH:22]=[C:21]([F:26])[C:20]=3[Cl:27])[CH3:18])[C:12]([NH2:15])=[N:13][CH:14]=2)=[CH:7][CH:8]=1)[CH2:29][P:30]([CH3:32])([CH3:31])=[O:33])([CH3:31])=[O:33], predict the reactants needed to synthesize it. The reactants are: [NH2:1][CH2:2][C:3]1[CH:8]=[CH:7][C:6]([C:9]2[CH:10]=[C:11]([O:16][CH:17]([C:19]3[C:24]([Cl:25])=[CH:23][CH:22]=[C:21]([F:26])[C:20]=3[Cl:27])[CH3:18])[C:12]([NH2:15])=[N:13][CH:14]=2)=[CH:5][CH:4]=1.Cl[CH2:29][P:30](=[O:33])([CH3:32])[CH3:31]. (5) Given the product [Cl:22][C:17]1[CH:16]=[C:15]([C:13]2[N:14]=[C:10]([C:8]3[CH:9]=[C:4]([C:3]([OH:2])=[O:24])[C:5]([C:30]4[CH:31]=[CH:32][C:27]([O:26][CH3:25])=[CH:28][C:29]=4[C:36]([F:37])([F:38])[F:39])=[CH:6][CH:7]=3)[S:11][CH:12]=2)[CH:20]=[CH:19][C:18]=1[Cl:21], predict the reactants needed to synthesize it. The reactants are: C[O:2][C:3](=[O:24])[C:4]1[CH:9]=[C:8]([C:10]2[S:11][CH:12]=[C:13]([C:15]3[CH:20]=[CH:19][C:18]([Cl:21])=[C:17]([Cl:22])[CH:16]=3)[N:14]=2)[CH:7]=[CH:6][C:5]=1Br.[CH3:25][O:26][C:27]1[CH:32]=[CH:31][C:30](B(O)O)=[C:29]([C:36]([F:39])([F:38])[F:37])[CH:28]=1. (6) The reactants are: [F:1][C:2]([F:30])([F:29])[C:3]1[CH:4]=[C:5]([NH:9][C:10]([C:12]2[C:16]3[CH:17]=[CH:18][C:19]([O:21][C:22]4[CH:27]=[CH:26][N:25]=[C:24](Cl)[N:23]=4)=[CH:20][C:15]=3[O:14][N:13]=2)=[O:11])[CH:6]=[CH:7][CH:8]=1.[CH3:31][NH2:32]. Given the product [F:1][C:2]([F:30])([F:29])[C:3]1[CH:4]=[C:5]([NH:9][C:10]([C:12]2[C:16]3[CH:17]=[CH:18][C:19]([O:21][C:22]4[CH:27]=[CH:26][N:25]=[C:24]([NH:32][CH3:31])[N:23]=4)=[CH:20][C:15]=3[O:14][N:13]=2)=[O:11])[CH:6]=[CH:7][CH:8]=1, predict the reactants needed to synthesize it. (7) Given the product [ClH:1].[C:20]([C:22]1[CH:23]=[C:24]([NH:25][C:2]2[C:11]3[C:6](=[CH:7][C:8]([OH:16])=[C:9]([OH:12])[CH:10]=3)[N:5]=[CH:4][N:3]=2)[CH:26]=[CH:27][CH:28]=1)#[CH:21], predict the reactants needed to synthesize it. The reactants are: [Cl:1][C:2]1[C:11]2[C:6](=[CH:7][C:8]([O:16]C(=O)C)=[C:9]([O:12]C(=O)C)[CH:10]=2)[N:5]=[CH:4][N:3]=1.[C:20]([C:22]1[CH:23]=[C:24]([CH:26]=[CH:27][CH:28]=1)[NH2:25])#[CH:21].